This data is from Forward reaction prediction with 1.9M reactions from USPTO patents (1976-2016). The task is: Predict the product of the given reaction. Given the reactants C(N(CC)CC)C.[CH:8]([C:10]1[C:18]2[C:13](=[CH:14][CH:15]=[CH:16][C:17]=2[CH3:19])[N:12](C(OC(C)(C)C)=O)[CH:11]=1)=[O:9].[CH:27](=[N:34][C:35]1[CH:40]=[CH:39][CH:38]=[C:37]([O:41][CH3:42])[CH:36]=1)[C:28]1[CH:33]=[CH:32][CH:31]=[CH:30][CH:29]=1, predict the reaction product. The product is: [CH3:42][O:41][C:37]1[CH:36]=[C:35]([NH:34][CH:27]([C:28]2[CH:33]=[CH:32][CH:31]=[CH:30][CH:29]=2)[C:8]([C:10]2[C:18]3[C:13](=[CH:14][CH:15]=[CH:16][C:17]=3[CH3:19])[NH:12][CH:11]=2)=[O:9])[CH:40]=[CH:39][CH:38]=1.